Task: Predict the reactants needed to synthesize the given product.. Dataset: Full USPTO retrosynthesis dataset with 1.9M reactions from patents (1976-2016) (1) Given the product [CH3:1][C:2]1[N:3]=[C:4]([N:12]2[C:16](=[O:17])[N:15]([CH2:18][C:19]3[CH:24]=[CH:23][C:22]([C:25]([F:28])([F:26])[F:27])=[CH:21][CH:20]=3)[N:14]=[CH:13]2)[S:5][C:6]=1[C:7]([OH:9])=[O:8], predict the reactants needed to synthesize it. The reactants are: [CH3:1][C:2]1[N:3]=[C:4]([N:12]2[C:16](=[O:17])[N:15]([CH2:18][C:19]3[CH:24]=[CH:23][C:22]([C:25]([F:28])([F:27])[F:26])=[CH:21][CH:20]=3)[N:14]=[CH:13]2)[S:5][C:6]=1[C:7]([O:9]CC)=[O:8].O.O.[OH-].[Li+]. (2) Given the product [OH:1][CH2:2][CH:3]([CH2:6][N:8]([CH3:9])[CH3:7])[C:4]#[N:5], predict the reactants needed to synthesize it. The reactants are: [OH:1][CH2:2][C:3](=[CH2:6])[C:4]#[N:5].[CH3:7][NH:8][CH3:9]. (3) Given the product [CH3:1][O:2][C:3](=[O:19])[NH:4][C:5]1([C:10]2[CH:11]=[CH:12][C:13]([NH2:16])=[CH:14][CH:15]=2)[CH2:6][CH2:7][CH2:8][CH2:9]1, predict the reactants needed to synthesize it. The reactants are: [CH3:1][O:2][C:3](=[O:19])[NH:4][C:5]1([C:10]2[CH:15]=[CH:14][C:13]([N+:16]([O-])=O)=[CH:12][CH:11]=2)[CH2:9][CH2:8][CH2:7][CH2:6]1. (4) Given the product [OH:9][C:4]1[CH:5]=[CH:6][CH:7]=[CH:8][C:3]=1[CH2:1][NH2:2], predict the reactants needed to synthesize it. The reactants are: [C:1]([C:3]1[CH:8]=[CH:7][CH:6]=[CH:5][C:4]=1[OH:9])#[N:2].N(CCO)(CCO)CCO.O. (5) Given the product [F:17][CH:2]([F:1])[CH:3]1[CH2:8][CH:7]([C:9]([OH:11])=[O:10])[CH2:6][CH2:5][N:4]1[C:13]([O:15][CH3:16])=[O:14], predict the reactants needed to synthesize it. The reactants are: [F:1][CH:2]([F:17])[CH:3]1[CH2:8][CH:7]([C:9]([O:11]C)=[O:10])[CH2:6][CH2:5][N:4]1[C:13]([O:15][CH3:16])=[O:14].[OH-].[Li+].Cl.C(Cl)Cl. (6) Given the product [OH:8][C:5]1[CH:6]=[CH:7][C:2]([NH:1][C:16](=[O:17])[O:18][C:19]([CH3:22])([CH3:21])[CH3:20])=[CH:3][CH:4]=1, predict the reactants needed to synthesize it. The reactants are: [NH2:1][C:2]1[CH:7]=[CH:6][C:5]([OH:8])=[CH:4][CH:3]=1.CCN(CC)CC.[C:16](O[C:16]([O:18][C:19]([CH3:22])([CH3:21])[CH3:20])=[O:17])([O:18][C:19]([CH3:22])([CH3:21])[CH3:20])=[O:17].O.